Dataset: Full USPTO retrosynthesis dataset with 1.9M reactions from patents (1976-2016). Task: Predict the reactants needed to synthesize the given product. (1) Given the product [F:1][C:2]1[CH:7]=[CH:6][C:5]([C:12]2[CH:19]=[CH:18][CH:17]=[CH:16][C:13]=2[CH2:14][OH:15])=[CH:4][CH:3]=1, predict the reactants needed to synthesize it. The reactants are: [F:1][C:2]1[CH:7]=[CH:6][C:5](B(O)O)=[CH:4][CH:3]=1.Br[C:12]1[CH:19]=[CH:18][CH:17]=[CH:16][C:13]=1[CH2:14][OH:15].C([O-])([O-])=O.[Na+].[Na+]. (2) Given the product [F:36][C:27]1[CH:28]=[C:29]([C:32]([F:34])([F:33])[F:35])[CH:30]=[CH:31][C:26]=1/[CH:25]=[CH:24]/[C:21]1[O:22][CH:23]=[C:19]([CH2:18][O:17][C:15]2[CH:14]=[CH:13][C:3]([CH2:4][S:5]([CH2:6][CH2:7][N:8]3[CH:12]=[CH:11][N:10]=[N:9]3)=[O:45])=[C:2]([CH3:1])[CH:16]=2)[N:20]=1, predict the reactants needed to synthesize it. The reactants are: [CH3:1][C:2]1[CH:16]=[C:15]([O:17][CH2:18][C:19]2[N:20]=[C:21](/[CH:24]=[CH:25]/[C:26]3[CH:31]=[CH:30][C:29]([C:32]([F:35])([F:34])[F:33])=[CH:28][C:27]=3[F:36])[O:22][CH:23]=2)[CH:14]=[CH:13][C:3]=1[CH2:4][S:5][CH2:6][CH2:7][N:8]1[CH:12]=[CH:11][N:10]=[N:9]1.ClC1C=C(C(OO)=[O:45])C=CC=1. (3) Given the product [C:1]([O:5][C:6]([NH:8][C@@H:9]([C:13]1[C:14]([F:42])=[C:15]([C:19]2[CH:20]=[C:21]([CH2:26][O:27][C:28]3[CH:33]=[CH:32][CH:31]=[CH:30][C:29]=3[CH2:34][C:35]([O:37][C:38]([CH3:41])([CH3:40])[CH3:39])=[O:36])[CH:22]=[C:23]([C:43]3[CH:48]=[CH:47][CH:46]=[CH:45][CH:44]=3)[CH:24]=2)[CH:16]=[CH:17][CH:18]=1)[CH2:10][CH2:11][CH3:12])=[O:7])([CH3:4])([CH3:3])[CH3:2], predict the reactants needed to synthesize it. The reactants are: [C:1]([O:5][C:6]([NH:8][C@@H:9]([C:13]1[C:14]([F:42])=[C:15]([C:19]2[CH:24]=[C:23](Cl)[CH:22]=[C:21]([CH2:26][O:27][C:28]3[CH:33]=[CH:32][CH:31]=[CH:30][C:29]=3[CH2:34][C:35]([O:37][C:38]([CH3:41])([CH3:40])[CH3:39])=[O:36])[CH:20]=2)[CH:16]=[CH:17][CH:18]=1)[CH2:10][CH2:11][CH3:12])=[O:7])([CH3:4])([CH3:3])[CH3:2].[C:43]1(B(O)O)[CH:48]=[CH:47][CH:46]=[CH:45][CH:44]=1.[O-]P([O-])([O-])=O.[K+].[K+].[K+]. (4) Given the product [CH2:25]([N:16]1[C:15]2[CH:14]=[N:13][C:12]([CH:10]=[O:9])=[CH:24][C:23]=2[C:22]2[C:17]1=[CH:18][CH:19]=[CH:20][CH:21]=2)[CH3:26], predict the reactants needed to synthesize it. The reactants are: [H-].[Al+3].[Li+].[H-].[H-].[H-].C([O:9][C:10]([C:12]1[N:13]=[CH:14][C:15]2[N:16]([CH2:25][CH3:26])[C:17]3[C:22]([C:23]=2[CH:24]=1)=[CH:21][CH:20]=[CH:19][CH:18]=3)=O)C. (5) Given the product [CH3:21][O:22][CH:10]([O:18][CH3:15])[CH2:9][C:4]1[CH:3]=[C:2]([I:1])[N:7]=[N:6][C:5]=1[NH2:8], predict the reactants needed to synthesize it. The reactants are: [I:1][C:2]1[N:7]=[N:6][C:5]([NH2:8])=[C:4]([C:9]#[C:10][Si](C)(C)C)[CH:3]=1.[C:15]([O-:18])([O-])=O.[K+].[K+].[CH3:21][OH:22]. (6) Given the product [F:8][C:4]1[CH:5]=[CH:6][CH:7]=[C:2]([F:1])[C:3]=1[N:9]1[C:14]2[N:15]=[C:16]([NH:46][CH2:45][CH2:44][CH2:43][NH:42][C:39]([CH3:41])([CH3:40])[CH3:38])[N:17]=[C:18]([C:19]3[CH:20]=[C:21]([CH:30]=[CH:31][C:32]=3[CH3:33])[C:22]([NH:24][C:25]3[S:26][CH:27]=[CH:28][N:29]=3)=[O:23])[C:13]=2[CH:12]=[CH:11][C:10]1=[O:37], predict the reactants needed to synthesize it. The reactants are: [F:1][C:2]1[CH:7]=[CH:6][CH:5]=[C:4]([F:8])[C:3]=1[N:9]1[C:14]2[N:15]=[C:16](S(C)=O)[N:17]=[C:18]([C:19]3[CH:20]=[C:21]([CH:30]=[CH:31][C:32]=3[CH3:33])[C:22]([NH:24][C:25]3[S:26][CH:27]=[CH:28][N:29]=3)=[O:23])[C:13]=2[CH:12]=[CH:11][C:10]1=[O:37].[CH3:38][C:39]([NH:42][CH2:43][CH2:44][CH2:45][NH2:46])([CH3:41])[CH3:40]. (7) The reactants are: [C:1]([C:3]1[CH:8]=[C:7]([C:9]2[CH:18]=[CH:17][C:12]([C:13]([O:15][CH3:16])=[O:14])=[CH:11][CH:10]=2)[CH:6]=[CH:5][N:4]=1)#[N:2].[C:19]([O:23][C:24](O[C:24]([O:23][C:19]([CH3:22])([CH3:21])[CH3:20])=[O:25])=[O:25])([CH3:22])([CH3:21])[CH3:20]. Given the product [C:19]([O:23][C:24]([NH:2][CH2:1][C:3]1[CH:8]=[C:7]([C:9]2[CH:18]=[CH:17][C:12]([C:13]([O:15][CH3:16])=[O:14])=[CH:11][CH:10]=2)[CH:6]=[CH:5][N:4]=1)=[O:25])([CH3:22])([CH3:21])[CH3:20], predict the reactants needed to synthesize it. (8) Given the product [CH:44]1[C:42](=[O:43])[NH:41][C:39](=[O:40])[N:38]([C@@H:36]2[O:37][C@H:33]([CH2:32][O:31][P:19]([O:22][P:23]([O:26][P:27]([OH:30])([OH:29])=[O:28])([OH:25])=[O:24])([OH:21])=[O:20])[C@@H:34]([OH:50])[CH2:35]2)[CH:45]=1.[CH2:32]([NH+:11]([CH2:12][CH3:13])[CH2:15][CH3:14])[CH3:33], predict the reactants needed to synthesize it. The reactants are: C(=O)(O[N:11]1[C:15](=O)[CH2:14][CH2:13][C:12]1=O)O[N:11]1[C:15](=O)[CH2:14][CH2:13][C:12]1=O.[P:19]([O:31][CH2:32][C@H:33]1[O:37][C@@H:36]([N:38]2[CH:45]=[C:44](C#CCN)[C:42](=[O:43])[NH:41][C:39]2=[O:40])[CH2:35][C@@H:34]1[OH:50])([O:22][P:23]([O:26][P:27]([OH:30])([OH:29])=[O:28])([OH:25])=[O:24])(=[O:21])[OH:20]. (9) Given the product [N:21]1([C:27]2[CH:33]=[CH:32][C:31]([C:34]([F:36])([F:37])[F:35])=[CH:30][C:28]=2[NH:29][C:2](=[O:9])[C:3]2[CH:8]=[CH:7][N:6]=[CH:5][CH:4]=2)[CH2:22][CH2:23][CH2:24][CH2:25][CH2:26]1, predict the reactants needed to synthesize it. The reactants are: Cl.[C:2](Cl)(=[O:9])[C:3]1[CH:8]=[CH:7][N:6]=[CH:5][CH:4]=1.C(N(CC)CC)C.ClCCl.[N:21]1([C:27]2[CH:33]=[CH:32][C:31]([C:34]([F:37])([F:36])[F:35])=[CH:30][C:28]=2[NH2:29])[CH2:26][CH2:25][CH2:24][CH2:23][CH2:22]1. (10) Given the product [CH2:15]([CH:16]([NH:20][C:10]([C:2]1[O:1][C:5]2[CH:6]=[CH:7][CH:8]=[CH:9][C:4]=2[CH:3]=1)=[O:11])[CH2:17][CH2:18][CH3:19])[CH2:14][CH3:13], predict the reactants needed to synthesize it. The reactants are: [O:1]1[C:5]2[CH:6]=[CH:7][CH:8]=[CH:9][C:4]=2[CH:3]=[C:2]1[C:10](Cl)=[O:11].[CH3:13][CH2:14][CH2:15][CH:16]([NH2:20])[CH2:17][CH2:18][CH3:19].